From a dataset of Reaction yield outcomes from USPTO patents with 853,638 reactions. Predict the reaction yield, written as a fraction of the theoretical maximum amount of product (1.0 means a 100% yield; for example, 0.34 means a 34% yield). The reactants are [Br:1][C:2]1[CH:18]=[CH:17][CH:16]=[CH:15][C:3]=1[CH2:4][S:5]([N:8]1[CH2:13][CH2:12][CH:11]([NH2:14])[CH2:10][CH2:9]1)(=[O:7])=[O:6].Cl.CCN(CC)CC.[C:27](Cl)(=[O:29])[CH3:28]. The catalyst is C(Cl)Cl. The product is [Br:1][C:2]1[CH:18]=[CH:17][CH:16]=[CH:15][C:3]=1[CH2:4][S:5]([N:8]1[CH2:13][CH2:12][CH:11]([NH:14][C:27](=[O:29])[CH3:28])[CH2:10][CH2:9]1)(=[O:6])=[O:7]. The yield is 0.890.